Dataset: Reaction yield outcomes from USPTO patents with 853,638 reactions. Task: Predict the reaction yield, written as a fraction of the theoretical maximum amount of product (1.0 means a 100% yield; for example, 0.34 means a 34% yield). (1) The reactants are [NH2:1][C:2]1[CH:7]=[C:6](Cl)[CH:5]=[CH:4][N:3]=1.[Cl:9][C:10]1[CH:15]=[C:14]([N+:16]([O-:18])=[O:17])[CH:13]=[CH:12][C:11]=1[OH:19].C(N(CC)C(C)C)(C)C. The catalyst is CS(C)=O. The product is [NH2:1][C:2]1[CH:7]=[C:6]([O:19][C:11]2[CH:12]=[CH:13][C:14]([N+:16]([O-:18])=[O:17])=[CH:15][C:10]=2[Cl:9])[CH:5]=[CH:4][N:3]=1. The yield is 0.110. (2) The product is [O:58]=[C:42]1[N:43]([CH:52]2[CH2:53][CH2:54][S:55][CH2:56][CH2:57]2)[C:44]2[N:51]=[CH:50][CH:49]=[CH:48][C:45]=2[C:46](=[O:47])[N:41]1[C@@H:38]1[CH2:39][CH2:40][C@H:35]([NH:34][C:5]([C:4]2[N:18]=[C:19]3[CH:20]=[CH:21][CH:22]=[CH:23][N:24]3[CH:6]=2)=[O:59])[CH2:36][CH2:37]1. The reactants are CCN(C(C)C)[CH:4]([CH3:6])[CH3:5].CN(C(O[N:18]1N=N[C:20]2[CH:21]=[CH:22][CH:23]=[N:24][C:19]1=2)=[N+](C)C)C.F[P-](F)(F)(F)(F)F.[NH2:34][CH:35]1[CH2:40][CH2:39][CH:38]([N:41]2[C:46](=[O:47])[C:45]3[CH:48]=[CH:49][CH:50]=[N:51][C:44]=3[N:43]([CH:52]3[CH2:57][CH2:56][S:55][CH2:54][CH2:53]3)[C:42]2=[O:58])[CH2:37][CH2:36]1.[OH2:59]. The catalyst is CN(C=O)C. The yield is 0.590. (3) The reactants are [N:1]1[C:10]2[C:5](=[CH:6][CH:7]=[C:8]([C:11]([OH:13])=O)[CH:9]=2)[CH:4]=[CH:3][CH:2]=1.[ClH:14].Cl.[NH2:16][CH:17]1[CH:22]2[CH2:23][CH2:24][N:19]([CH2:20][CH2:21]2)[CH2:18]1. No catalyst specified. The product is [ClH:14].[N:19]12[CH2:24][CH2:23][CH:22]([CH2:21][CH2:20]1)[CH:17]([NH:16][C:11]([C:8]1[CH:9]=[C:10]3[C:5]([CH:4]=[CH:3][CH:2]=[N:1]3)=[CH:6][CH:7]=1)=[O:13])[CH2:18]2. The yield is 0.710. (4) The product is [C:15]([O:19][C:20](=[O:42])[NH:21][C@@H:22]1[CH2:27][CH2:26][CH2:25][N:24]([C:28]2[C:33]([N+:34]([O-:36])=[O:35])=[C:32]([NH:37][CH3:38])[N:31]=[C:30]([C:10]([O:8][CH3:7])=[O:12])[CH:29]=2)[CH2:23]1)([CH3:16])([CH3:17])[CH3:18]. The yield is 0.538. The reactants are [OH-].[K+].N(CN[C:7](N)=[O:8])=O.[CH2:10]([O:12]CC)C.[C:15]([O:19][C:20](=[O:42])[NH:21][C@@H:22]1[CH2:27][CH2:26][CH2:25][N:24]([C:28]2[C:33]([N+:34]([O-:36])=[O:35])=[C:32]([NH:37][CH3:38])[N:31]=[C:30](OC=O)[CH:29]=2)[CH2:23]1)([CH3:18])([CH3:17])[CH3:16]. The catalyst is C(OCC)(=O)C.O.C(O)(=O)C.O1CCCC1. (5) The reactants are [NH:1]1[CH2:11][CH2:10][CH2:9][CH:3]([C:4]([O:6][CH2:7][CH3:8])=[O:5])[CH2:2]1.C([O-])([O-])=O.[K+].[K+].CN(C=O)C.[CH3:23][O:24][C:25]1[CH:32]=[CH:31][C:28]([CH2:29]Cl)=[CH:27][CH:26]=1. The catalyst is C(OCC)(=O)C. The product is [CH2:7]([O:6][C:4]([CH:3]1[CH2:9][CH2:10][CH2:11][N:1]([CH2:29][C:28]2[CH:31]=[CH:32][C:25]([O:24][CH3:23])=[CH:26][CH:27]=2)[CH2:2]1)=[O:5])[CH3:8]. The yield is 0.820. (6) The reactants are I[CH2:2][C@@H:3]([CH3:17])[CH2:4][N:5]1[C:10]2[CH:11]=[C:12]([CH3:15])[CH:13]=[CH:14][C:9]=2[O:8][CH2:7][C:6]1=[O:16].CCN(CC)CC.[CH2:25]([CH:29]1[CH2:34][CH2:33][NH:32][CH2:31][CH2:30]1)[CH2:26][CH2:27][CH3:28]. The catalyst is C(Cl)Cl.CC(C)=O.CO. The product is [CH2:25]([CH:29]1[CH2:34][CH2:33][N:32]([CH2:2][C@@H:3]([CH3:17])[CH2:4][N:5]2[C:10]3[CH:11]=[C:12]([CH3:15])[CH:13]=[CH:14][C:9]=3[O:8][CH2:7][C:6]2=[O:16])[CH2:31][CH2:30]1)[CH2:26][CH2:27][CH3:28]. The yield is 0.840.